From a dataset of Full USPTO retrosynthesis dataset with 1.9M reactions from patents (1976-2016). Predict the reactants needed to synthesize the given product. Given the product [F:19][C:12]1[CH:11]=[C:10]([CH:18]=[CH:17][C:13]=1[C:14](=[O:15])[NH:24][CH3:28])[CH2:9][NH:8][C:6](=[O:7])[O:5][C:1]([CH3:4])([CH3:3])[CH3:2], predict the reactants needed to synthesize it. The reactants are: [C:1]([O:5][C:6]([NH:8][CH2:9][C:10]1[CH:18]=[CH:17][C:13]([C:14](O)=[O:15])=[C:12]([F:19])[CH:11]=1)=[O:7])([CH3:4])([CH3:3])[CH3:2].Cl.CN.O[N:24]1[C:28]2C=CC=CC=2N=N1.Cl.CN(C)CCCN=C=NCC.